This data is from Catalyst prediction with 721,799 reactions and 888 catalyst types from USPTO. The task is: Predict which catalyst facilitates the given reaction. (1) Reactant: [CH:1]1([CH2:4][S:5][CH:6]2[CH2:11][CH2:10][CH:9]([C:12]#[N:13])[CH2:8][CH2:7]2)[CH2:3][CH2:2]1.[CH:14]1([CH2:17]Br)[CH2:16][CH2:15]1.C[Si](C)(C)[N-][Si](C)(C)C.[Na+]. Product: [CH:14]1([CH2:17][C:9]2([C:12]#[N:13])[CH2:10][CH2:11][CH:6]([S:5][CH2:4][CH:1]3[CH2:2][CH2:3]3)[CH2:7][CH2:8]2)[CH2:16][CH2:15]1. The catalyst class is: 1. (2) Reactant: [CH3:1][N:2]([CH2:4][C:5]1[C:13]2[O:12][N:11]=[C:10]([CH2:14][CH2:15][CH:16]3[CH2:21][CH2:20][N:19]([C:22]4[N:23]=[N:24][CH:25]=[CH:26][CH:27]=4)[CH2:18][CH2:17]3)[C:9]=2[CH:8]=[CH:7][C:6]=1[O:28][CH2:29][CH:30]1[CH2:32][CH2:31]1)[CH3:3].[C:33]([OH:40])(=[O:39])/[CH:34]=[CH:35]/[C:36]([OH:38])=[O:37]. Product: [C:33]([OH:40])(=[O:39])/[CH:34]=[CH:35]/[C:36]([OH:38])=[O:37].[CH3:1][N:2]([CH2:4][C:5]1[C:13]2[O:12][N:11]=[C:10]([CH2:14][CH2:15][CH:16]3[CH2:17][CH2:18][N:19]([C:22]4[N:23]=[N:24][CH:25]=[CH:26][CH:27]=4)[CH2:20][CH2:21]3)[C:9]=2[CH:8]=[CH:7][C:6]=1[O:28][CH2:29][CH:30]1[CH2:31][CH2:32]1)[CH3:3]. The catalyst class is: 5.